This data is from Full USPTO retrosynthesis dataset with 1.9M reactions from patents (1976-2016). The task is: Predict the reactants needed to synthesize the given product. Given the product [C:14]([O:13][C:11](=[O:12])[CH2:10][NH:1][C:2]1[CH:7]=[CH:6][C:5]([CH3:8])=[CH:4][CH:3]=1)([CH3:17])([CH3:16])[CH3:15], predict the reactants needed to synthesize it. The reactants are: [NH2:1][C:2]1[CH:7]=[CH:6][C:5]([CH3:8])=[CH:4][CH:3]=1.Br[CH2:10][C:11]([O:13][C:14]([CH3:17])([CH3:16])[CH3:15])=[O:12].CCN(C(C)C)C(C)C.O.